This data is from NCI-60 drug combinations with 297,098 pairs across 59 cell lines. The task is: Regression. Given two drug SMILES strings and cell line genomic features, predict the synergy score measuring deviation from expected non-interaction effect. Drug 1: C1=CC(=C2C(=C1NCCNCCO)C(=O)C3=C(C=CC(=C3C2=O)O)O)NCCNCCO. Drug 2: CC1OCC2C(O1)C(C(C(O2)OC3C4COC(=O)C4C(C5=CC6=C(C=C35)OCO6)C7=CC(=C(C(=C7)OC)O)OC)O)O. Cell line: SNB-75. Synergy scores: CSS=72.2, Synergy_ZIP=12.3, Synergy_Bliss=12.4, Synergy_Loewe=12.6, Synergy_HSA=15.4.